Predict the reactants needed to synthesize the given product. From a dataset of Full USPTO retrosynthesis dataset with 1.9M reactions from patents (1976-2016). (1) The reactants are: [CH:1]1([C@H:7]([NH:12][C:13]([C:15]2[CH:20]=[CH:19][C:18]([C:21]3[CH:26]=[CH:25][CH:24]=[CH:23][C:22]=3[O:27][CH3:28])=[CH:17][C:16]=2[N+:29]([O-])=O)=[O:14])[C:8]([O:10][CH3:11])=[O:9])[CH2:6][CH2:5][CH2:4][CH2:3][CH2:2]1. Given the product [NH2:29][C:16]1[CH:17]=[C:18]([C:21]2[CH:26]=[CH:25][CH:24]=[CH:23][C:22]=2[O:27][CH3:28])[CH:19]=[CH:20][C:15]=1[C:13]([NH:12][C@@H:7]([CH:1]1[CH2:6][CH2:5][CH2:4][CH2:3][CH2:2]1)[C:8]([O:10][CH3:11])=[O:9])=[O:14], predict the reactants needed to synthesize it. (2) Given the product [N:4]1[CH:5]=[CH:6][CH:7]=[CH:8][C:3]=1[C:1]#[C:2][C:10]1[CH:16]=[CH:15][C:13]([NH2:14])=[CH:12][CH:11]=1, predict the reactants needed to synthesize it. The reactants are: [C:1]([C:3]1[CH:8]=[CH:7][CH:6]=[CH:5][N:4]=1)#[CH:2].I[C:10]1[CH:16]=[CH:15][C:13]([NH2:14])=[CH:12][CH:11]=1.O.